Task: Predict which catalyst facilitates the given reaction.. Dataset: Catalyst prediction with 721,799 reactions and 888 catalyst types from USPTO (1) Reactant: [N+](=[C:3]([C:8]1[CH:17]=[CH:16][C:11]2[O:12][CH2:13][CH2:14][O:15][C:10]=2[CH:9]=1)[C:4]([O:6][CH3:7])=[O:5])=[N-].[CH3:18][O:19][C:20]1[O:21][CH:22]=[CH:23][CH:24]=1. Product: [O:12]1[CH2:13][CH2:14][O:15][C:10]2[CH:9]=[C:8](/[C:3](=[CH:22]\[CH:23]=[CH:24]/[C:20]([O:19][CH3:18])=[O:21])/[C:4]([O:6][CH3:7])=[O:5])[CH:17]=[CH:16][C:11]1=2. The catalyst class is: 81. (2) Reactant: [NH:1]([C:7]([O:9][C:10]([CH3:13])([CH3:12])[CH3:11])=[O:8])[C@H:2]([C:4]([OH:6])=O)[CH3:3].CN1CCOCC1.ClC(OCC(C)C)=O.[Br:29][C:30]1[CH:31]=[CH:32][CH:33]=[C:34]([NH2:44])[C:35]=1[NH:36][C:37]1[CH:38]=[N:39][CH:40]=[C:41]([F:43])[CH:42]=1.[NH4+].[Cl-]. Product: [Br:29][C:30]1[C:35]([NH:36][C:37]2[CH:38]=[N:39][CH:40]=[C:41]([F:43])[CH:42]=2)=[C:34]([NH:44][C:4](=[O:6])[C@@H:2]([NH:1][C:7](=[O:8])[O:9][C:10]([CH3:13])([CH3:12])[CH3:11])[CH3:3])[CH:33]=[CH:32][CH:31]=1. The catalyst class is: 2. (3) Reactant: [CH2:1]([S:3][C:4]1[CH:5]=[C:6]([Mg]Br)[CH:7]=[CH:8][CH:9]=1)[CH3:2].C(S(/[N:18]=[CH:19]\[CH:20]1[CH2:25][CH2:24][CH2:23][CH2:22][N:21]1[C:26]([O:28][C:29]([CH3:32])([CH3:31])[CH3:30])=[O:27])=O)(C)(C)C. Product: [NH2:18][CH:19]([C:6]1[CH:7]=[CH:8][CH:9]=[C:4]([S:3][CH2:1][CH3:2])[CH:5]=1)[CH:20]1[CH2:25][CH2:24][CH2:23][CH2:22][N:21]1[C:26]([O:28][C:29]([CH3:32])([CH3:31])[CH3:30])=[O:27]. The catalyst class is: 1. (4) Reactant: [Cl:1][C:2]1[CH:3]=[CH:4][C:5]([O:25][CH:26]([F:28])[F:27])=[C:6]([C:8]2[C:12]([NH:13][C:14]([C:16]3[CH:17]=[N:18][N:19]4[CH:24]=[CH:23][CH:22]=[N:21][C:20]=34)=[O:15])=[CH:11][NH:10][N:9]=2)[CH:7]=1.C([O-])([O-])=O.[Cs+].[Cs+].[Br:35][CH2:36][CH2:37]Br. Product: [Br:35][CH2:36][CH2:37][N:10]1[CH:11]=[C:12]([NH:13][C:14]([C:16]2[CH:17]=[N:18][N:19]3[CH:24]=[CH:23][CH:22]=[N:21][C:20]=23)=[O:15])[C:8]([C:6]2[CH:7]=[C:2]([Cl:1])[CH:3]=[CH:4][C:5]=2[O:25][CH:26]([F:28])[F:27])=[N:9]1. The catalyst class is: 7. (5) Reactant: [I:1][C:2]1[CH:3]=[C:4]([CH:28]=[CH:29][CH:30]=1)[CH2:5][NH:6][C:7]1[C:12]([NH2:13])=[CH:11][N:10]=[C:9]([NH:14][CH2:15][C@@H:16]2[CH2:20][CH2:19][N:18]([C:21]([O:23][C:24]([CH3:27])([CH3:26])[CH3:25])=[O:22])[CH2:17]2)[N:8]=1.[C:31](N1C=CN=C1)(N1C=CN=C1)=[O:32]. Product: [I:1][C:2]1[CH:3]=[C:4]([CH:28]=[CH:29][CH:30]=1)[CH2:5][N:6]1[C:31](=[O:32])[NH:13][C:12]2[C:7]1=[N:8][C:9]([NH:14][CH2:15][C@@H:16]1[CH2:20][CH2:19][N:18]([C:21]([O:23][C:24]([CH3:25])([CH3:26])[CH3:27])=[O:22])[CH2:17]1)=[N:10][CH:11]=2. The catalyst class is: 1.